Dataset: Catalyst prediction with 721,799 reactions and 888 catalyst types from USPTO. Task: Predict which catalyst facilitates the given reaction. (1) Reactant: [F-].C([N+](CCCC)(CCCC)CCCC)CCC.[CH3:19][O:20][CH2:21][CH2:22][O:23][N:24]=[C:25]([CH:55]1[CH2:57][CH2:56]1)[C:26]1[C:34]2[CH:33]=[CH:32][C:31]([C:41]3[CH:46]=[CH:45][CH:44]=[CH:43][CH:42]=3)([C:35]3[CH:40]=[CH:39][CH:38]=[CH:37][CH:36]=3)[CH2:30][C:29]=2[N:28](COCC[Si](C)(C)C)[N:27]=1. Product: [CH3:19][O:20][CH2:21][CH2:22][O:23][N:24]=[C:25]([CH:55]1[CH2:57][CH2:56]1)[C:26]1[C:34]2[CH:33]=[CH:32][C:31]([C:35]3[CH:36]=[CH:37][CH:38]=[CH:39][CH:40]=3)([C:41]3[CH:42]=[CH:43][CH:44]=[CH:45][CH:46]=3)[CH2:30][C:29]=2[NH:28][N:27]=1. The catalyst class is: 7. (2) Reactant: C([Li])CCC.[C:6](#[N:8])[CH3:7].[CH2:9]([CH:11]([CH2:17][CH3:18])[C:12](OCC)=[O:13])[CH3:10].Cl. Product: [CH2:9]([CH:11]([CH2:17][CH3:18])[C:12](=[O:13])[CH2:7][C:6]#[N:8])[CH3:10]. The catalyst class is: 1. (3) Reactant: C([SiH](CC)CC)C.FC(F)(F)C(O)=O.[C:15]([N:25]1[CH2:28][C:27]([C:30]2[CH:46]=[CH:45][C:33]([NH:34][C:35]([O:37][CH2:38][C:39]3[CH:44]=[CH:43][CH:42]=[CH:41][CH:40]=3)=[O:36])=[CH:32][C:31]=2[F:47])(O)[CH2:26]1)([O:17][CH2:18][C:19]1[CH:24]=[CH:23][CH:22]=[CH:21][CH:20]=1)=[O:16]. Product: [C:15]([N:25]1[CH2:26][CH:27]([C:30]2[CH:46]=[CH:45][C:33]([NH:34][C:35]([O:37][CH2:38][C:39]3[CH:44]=[CH:43][CH:42]=[CH:41][CH:40]=3)=[O:36])=[CH:32][C:31]=2[F:47])[CH2:28]1)([O:17][CH2:18][C:19]1[CH:20]=[CH:21][CH:22]=[CH:23][CH:24]=1)=[O:16]. The catalyst class is: 2. (4) Product: [Na+:21].[C:16]([C:13]1[CH:14]=[CH:15][C:10]([C:7]2[CH:8]=[CH:9][C:4]([C:3]([O-:19])=[O:2])=[CH:5][CH:6]=2)=[N:11][CH:12]=1)(=[O:18])[CH3:17]. Reactant: C[O:2][C:3](=[O:19])[C:4]1[CH:9]=[CH:8][C:7]([C:10]2[CH:15]=[CH:14][C:13]([C:16](=[O:18])[CH3:17])=[CH:12][N:11]=2)=[CH:6][CH:5]=1.[OH-].[Na+:21]. The catalyst class is: 214.